From a dataset of Catalyst prediction with 721,799 reactions and 888 catalyst types from USPTO. Predict which catalyst facilitates the given reaction. Reactant: [CH3:1][S:2]([CH2:4][CH2:5][CH:6]([NH:18]C(=O)OC(C)(C)C)[C:7]([NH:9][CH2:10][CH2:11][CH2:12][CH2:13][CH2:14][CH2:15][CH2:16][CH3:17])=[O:8])=[O:3].C(O)(C(F)(F)F)=O. Product: [NH2:18][CH:6]([CH2:5][CH2:4][S:2]([CH3:1])=[O:3])[C:7]([NH:9][CH2:10][CH2:11][CH2:12][CH2:13][CH2:14][CH2:15][CH2:16][CH3:17])=[O:8]. The catalyst class is: 4.